The task is: Predict the reaction yield, written as a fraction of the theoretical maximum amount of product (1.0 means a 100% yield; for example, 0.34 means a 34% yield).. This data is from Reaction yield outcomes from USPTO patents with 853,638 reactions. The reactants are C(O)(C(F)(F)F)=O.[Cl:8][C:9]1[C:14]([F:15])=[C:13]([Cl:16])[CH:12]=[CH:11][C:10]=1[C:17]([N:19]1[CH2:28][CH2:27][C:26]2[C:25]([C:29]3[N:33](C4CCCCO4)[N:32]=[CH:31][CH:30]=3)=[N:24][CH:23]=[N:22][C:21]=2[CH2:20]1)=[O:18].C([SiH](CC)CC)C. The catalyst is C(Cl)Cl. The product is [Cl:8][C:9]1[C:14]([F:15])=[C:13]([Cl:16])[CH:12]=[CH:11][C:10]=1[C:17]([N:19]1[CH2:28][CH2:27][C:26]2[C:25]([C:29]3[NH:33][N:32]=[CH:31][CH:30]=3)=[N:24][CH:23]=[N:22][C:21]=2[CH2:20]1)=[O:18]. The yield is 1.00.